Dataset: Forward reaction prediction with 1.9M reactions from USPTO patents (1976-2016). Task: Predict the product of the given reaction. (1) Given the reactants [Br:1][C:2]1[CH:7]=[CH:6][C:5]([CH2:8][CH2:9][C:10]([CH:12]2[CH2:17][CH2:16][CH2:15][CH2:14][CH2:13]2)=[O:11])=[CH:4][CH:3]=1.[H-].[Na+].[CH:20](OCC)=[O:21], predict the reaction product. The product is: [Br:1][C:2]1[CH:3]=[CH:4][C:5]([CH2:8][CH:9]([C:10]([CH:12]2[CH2:17][CH2:16][CH2:15][CH2:14][CH2:13]2)=[O:11])[CH:20]=[O:21])=[CH:6][CH:7]=1. (2) Given the reactants [I-:1].[CH2:2]([N+:5]1([CH3:22])[CH2:10][CH2:9][N:8]([C:11](=[O:21])[NH:12][C:13]2[CH:18]=[C:17]([Cl:19])[CH:16]=[C:15]([Cl:20])[CH:14]=2)[CH2:7][CH2:6]1)[CH:3]=[CH2:4].[I-].OCC[N+]1(C)CCN(C(=O)NC2C=C(Cl)C=C(Cl)C=2)CC1.[Cl-].OCC[N+]1(C)CCN(C(=O)NC2C=C(Cl)C=C(Cl)C=2)CC1.[Br-].OCC[N+]1(C)CCN(C(=O)NC2C=C(Cl)C=C(Cl)C=2)CC1.[Br-].C([N+]1(C)CCN(C(=O)NC2C=C(Cl)C=C(Cl)C=2)CC1)CC.[Br-].C1(C[N+]2(C)CCN(C(=O)NC3C=C(Cl)C=C(Cl)C=3)CC2)CC1.[Br-].C([N+]1(C)CCN(C(=O)NC2C=C(Cl)C=C(Cl)C=2)CC1)C1C=CC=CC=1.[I-].C[N+]1(C)CCCN(C(=O)NC2C=C(Cl)C=C(Cl)C=2)CC1.[I-].C([N+]1(C)CCCN(C(=O)NC2C=C(Cl)C=C(Cl)C=2)CC1)C=C, predict the reaction product. The product is: [I-:1].[CH2:2]([N+:5]1([CH3:22])[CH2:10][CH2:9][N:8]([C:11](=[O:21])[NH:12][C:13]2[CH:18]=[C:17]([Cl:19])[CH:16]=[C:15]([Cl:20])[CH:14]=2)[CH2:7][CH2:6]1)[CH2:3][CH3:4]. (3) Given the reactants C(OC1C=CN(CC(C2C=CC(C[Br:25])=CC=2C)=O)C(=O)C=1)C1C=CC=CC=1.[F:28][C:29]1[CH:30]=[CH:31][C:32]([CH2:35][O:36][C:37]2[CH:42]=[CH:41][N:40]([CH2:43][C:44]([C:46]3[CH:51]=[CH:50][C:49]([CH2:52]O)=[CH:48][C:47]=3[CH3:54])=[O:45])[C:39](=[O:55])[CH:38]=2)=[N:33][CH:34]=1.C(OC1C=CN(CC(C2C=CC(CO)=CC=2C)=O)C(=O)C=1)C1C=CC=CC=1, predict the reaction product. The product is: [Br:25][CH2:52][C:49]1[CH:50]=[CH:51][C:46]([C:44](=[O:45])[CH2:43][N:40]2[CH:41]=[CH:42][C:37]([O:36][CH2:35][C:32]3[CH:31]=[CH:30][C:29]([F:28])=[CH:34][N:33]=3)=[CH:38][C:39]2=[O:55])=[C:47]([CH3:54])[CH:48]=1.